Dataset: Forward reaction prediction with 1.9M reactions from USPTO patents (1976-2016). Task: Predict the product of the given reaction. (1) Given the reactants CC1NC(C2C=C(C=CC=2C)C(O)=O)=C(C)N=1.[CH:18]1([C:21]2[NH:22][C:23]([C:27]3[C:28]([CH3:38])=[CH:29][C:30]([CH3:37])=[C:31]([CH:36]=3)[C:32]([O:34]C)=[O:33])=[C:24]([CH3:26])[N:25]=2)[CH2:20][CH2:19]1.CC1NC(C2C=C(C=CC=2C)C(OC)=O)=C(C)N=1, predict the reaction product. The product is: [CH:18]1([C:21]2[NH:22][C:23]([C:27]3[C:28]([CH3:38])=[CH:29][C:30]([CH3:37])=[C:31]([CH:36]=3)[C:32]([OH:34])=[O:33])=[C:24]([CH3:26])[N:25]=2)[CH2:20][CH2:19]1. (2) Given the reactants [CH2:1]([N:4]1[CH:8]=[CH:7][N:6]=[C:5]1[C:9]1[S:13][C:12](Br)=[N:11][C:10]=1[Br:15])[CH:2]=[CH2:3].C[Sn](C)(C)[C:18]1[CH:23]=[CH:22][N:21]=[C:20]([NH:24][C:25](=[O:27])[CH3:26])[CH:19]=1.[Cl-].[Li+], predict the reaction product. The product is: [CH2:1]([N:4]1[CH:8]=[CH:7][N:6]=[C:5]1[C:9]1[S:13][C:12]([C:18]2[CH:23]=[CH:22][N:21]=[C:20]([NH:24][C:25](=[O:27])[CH3:26])[CH:19]=2)=[N:11][C:10]=1[Br:15])[CH:2]=[CH2:3].